This data is from Reaction yield outcomes from USPTO patents with 853,638 reactions. The task is: Predict the reaction yield, written as a fraction of the theoretical maximum amount of product (1.0 means a 100% yield; for example, 0.34 means a 34% yield). (1) The reactants are [CH3:1][C:2]1[CH:7]=[CH:6][C:5]([C:8](=[NH:11])OC)=[CH:4][C:3]=1[NH:12][C:13]([C:15]1[CH:20]=[CH:19][C:18]([NH:21][C:22]2[N:31]=[C:30]([C:32]3[CH:37]=[CH:36][CH:35]=[CH:34][CH:33]=3)[C:29]3[C:24](=[CH:25][CH:26]=[CH:27][CH:28]=3)[N:23]=2)=[CH:17][CH:16]=1)=[O:14].[CH:38]([NH:40][NH2:41])=O.CCN(C(C)C)C(C)C. The catalyst is C(O)C. The product is [CH3:1][C:2]1[CH:7]=[CH:6][C:5]([C:8]2[NH:41][N:40]=[CH:38][N:11]=2)=[CH:4][C:3]=1[NH:12][C:13](=[O:14])[C:15]1[CH:16]=[CH:17][C:18]([NH:21][C:22]2[N:31]=[C:30]([C:32]3[CH:33]=[CH:34][CH:35]=[CH:36][CH:37]=3)[C:29]3[C:24](=[CH:25][CH:26]=[CH:27][CH:28]=3)[N:23]=2)=[CH:19][CH:20]=1. The yield is 0.220. (2) The reactants are [F:1][C:2]1[CH:7]=[CH:6][C:5]([N+:8]([O-])=O)=[CH:4][C:3]=1[N:11]1[C:15](=[O:16])[N:14]([CH2:17][CH2:18][F:19])[N:13]=[N:12]1. The catalyst is [Pd].CO. The product is [NH2:8][C:5]1[CH:6]=[CH:7][C:2]([F:1])=[C:3]([N:11]2[C:15](=[O:16])[N:14]([CH2:17][CH2:18][F:19])[N:13]=[N:12]2)[CH:4]=1. The yield is 0.580. (3) The yield is 0.610. The catalyst is C(O)(C(F)(F)F)=O.C(Cl)Cl. The product is [C:36]([CH:9]([P:4](=[O:3])([OH:5])[OH:8])[CH2:10][C:11]([CH2:34][CH3:35])=[CH:12][CH2:13][C:14]1[C:15]([OH:27])=[C:16]2[C:20](=[C:21]([CH3:25])[C:22]=1[O:23][CH3:24])[CH2:19][O:18][C:17]2=[O:26])#[N:37]. The reactants are C([O:3][P:4]([CH:9]([C:36]#[N:37])[CH2:10][C:11]([CH2:34][CH3:35])=[CH:12][CH2:13][C:14]1[C:15]([O:27]CC[Si](C)(C)C)=[C:16]2[C:20](=[C:21]([CH3:25])[C:22]=1[O:23][CH3:24])[CH2:19][O:18][C:17]2=[O:26])(=[O:8])[O:5]CC)C. (4) The reactants are C(O[C:4](=[O:43])[CH2:5][NH:6][C:7]1[C:12]([NH2:13])=[C:11]([N:14]2[CH2:19][CH2:18][CH:17]([C:20]3[N:21]([CH2:36][CH2:37][N:38]4[CH2:42][CH2:41][CH2:40][CH2:39]4)[CH:22]=[C:23]([C:25]4[CH:30]=[CH:29][C:28]([F:31])=[C:27]([C:32]([F:35])([F:34])[F:33])[CH:26]=4)[N:24]=3)[CH2:16][CH2:15]2)[N:10]=[CH:9][N:8]=1)C. The catalyst is CCO. The product is [F:31][C:28]1[CH:29]=[CH:30][C:25]([C:23]2[N:24]=[C:20]([CH:17]3[CH2:18][CH2:19][N:14]([C:11]4[C:12]5[NH:13][C:4](=[O:43])[CH2:5][NH:6][C:7]=5[N:8]=[CH:9][N:10]=4)[CH2:15][CH2:16]3)[N:21]([CH2:36][CH2:37][N:38]3[CH2:42][CH2:41][CH2:40][CH2:39]3)[CH:22]=2)=[CH:26][C:27]=1[C:32]([F:35])([F:34])[F:33]. The yield is 0.740. (5) The product is [Si:3]([O:10][CH:11]1[CH2:12][N:13]([CH2:15][C@H:16]([O:27][C:29]2[N:34]=[CH:33][N:32]=[C:31]3[N:35]([C:38]4[C:43]([Cl:44])=[CH:42][CH:41]=[CH:40][C:39]=4[Cl:45])[N:36]=[CH:37][C:30]=23)[C:17]([NH:19][C:20]2[CH:25]=[N:24][C:23]([CH3:26])=[CH:22][N:21]=2)=[O:18])[CH2:14]1)([C:6]([CH3:9])([CH3:8])[CH3:7])([CH3:4])[CH3:5]. The catalyst is O1CCCC1.O.C(OCC)(=O)C. The reactants are [H-].[Na+].[Si:3]([O:10][CH:11]1[CH2:14][N:13]([CH2:15][C@H:16]([OH:27])[C:17]([NH:19][C:20]2[CH:25]=[N:24][C:23]([CH3:26])=[CH:22][N:21]=2)=[O:18])[CH2:12]1)([C:6]([CH3:9])([CH3:8])[CH3:7])([CH3:5])[CH3:4].Cl[C:29]1[N:34]=[CH:33][N:32]=[C:31]2[N:35]([C:38]3[C:43]([Cl:44])=[CH:42][CH:41]=[CH:40][C:39]=3[Cl:45])[N:36]=[CH:37][C:30]=12.C(O)(=O)CC(CC(O)=O)(C(O)=O)O. The yield is 0.575. (6) The reactants are [C:1]([C:3]1[CH:8]=[C:7]([CH2:9][CH:10]([CH3:16])[C:11]([O:13][CH2:14][CH3:15])=[O:12])[CH:6]=[CH:5][N:4]=1)#[N:2].[C:17](OC)(=[O:25])[C:18]1[C:19](=[CH:21][CH:22]=[CH:23][CH:24]=1)[SH:20].C(N(CC)CC)C.C(OC(C)C)(C)C. The catalyst is C1(C)C=CC=CC=1. The product is [CH3:16][CH:10]([CH2:9][C:7]1[CH:6]=[CH:5][N:4]=[C:3]([C:1]2[S:20][C:19]3[CH:21]=[CH:22][CH:23]=[CH:24][C:18]=3[C:17](=[O:25])[N:2]=2)[CH:8]=1)[C:11]([O:13][CH2:14][CH3:15])=[O:12]. The yield is 0.530. (7) The product is [CH2:11]([C@H:18]1[CH2:22][N:21]([C:8](=[O:10])[CH2:7][O:6][CH2:2][CH2:3][CH2:4][CH3:5])[C@H:20]([C:23]([NH:25][C:26]2[CH:31]=[CH:30][C:29]([O:32][C:33]3[CH:34]=[CH:35][C:36]([F:39])=[CH:37][CH:38]=3)=[CH:28][CH:27]=2)=[O:24])[CH2:19]1)[C:12]1[CH:13]=[CH:14][CH:15]=[CH:16][CH:17]=1. The yield is 0.301. No catalyst specified. The reactants are Cl.[CH2:2]([O:6][CH2:7][C:8]([OH:10])=O)[CH2:3][CH2:4][CH3:5].[CH2:11]([C@H:18]1[CH2:22][NH:21][C@H:20]([C:23]([NH:25][C:26]2[CH:31]=[CH:30][C:29]([O:32][C:33]3[CH:38]=[CH:37][C:36]([F:39])=[CH:35][CH:34]=3)=[CH:28][CH:27]=2)=[O:24])[CH2:19]1)[C:12]1[CH:17]=[CH:16][CH:15]=[CH:14][CH:13]=1. (8) The reactants are [OH:1][CH:2]1[C:11]2[N:10]=[CH:9][CH:8]=[CH:7][C:6]=2[CH2:5][CH2:4][CH2:3]1. The catalyst is C(Cl)Cl.[O-2].[O-2].[Mn+4]. The product is [N:10]1[C:11]2[C:2](=[O:1])[CH2:3][CH2:4][CH2:5][C:6]=2[CH:7]=[CH:8][CH:9]=1. The yield is 0.820. (9) The reactants are [C:1]([C:5]1[O:6][C:7]([C:10]([O:12]CC)=[O:11])=[CH:8][N:9]=1)([CH3:4])([CH3:3])[CH3:2].O[Li].O. The catalyst is C1COCC1.CCO.O. The product is [C:1]([C:5]1[O:6][C:7]([C:10]([OH:12])=[O:11])=[CH:8][N:9]=1)([CH3:4])([CH3:2])[CH3:3]. The yield is 0.780.